From a dataset of Reaction yield outcomes from USPTO patents with 853,638 reactions. Predict the reaction yield, written as a fraction of the theoretical maximum amount of product (1.0 means a 100% yield; for example, 0.34 means a 34% yield). (1) The reactants are C[O:2][C:3]1[C:8]2[NH:9][C:10]([C:12]3[S:13][CH:14]=[CH:15][CH:16]=3)=[N:11][C:7]=2[C:6]([C:17]([NH:19][CH:20]2[CH2:25][CH2:24][CH2:23][N:22]([CH3:26])[CH2:21]2)=[O:18])=[CH:5][CH:4]=1.B(Br)(Br)Br. No catalyst specified. The product is [OH:2][C:3]1[C:8]2[NH:9][C:10]([C:12]3[S:13][CH:14]=[CH:15][CH:16]=3)=[N:11][C:7]=2[C:6]([C:17]([NH:19][CH:20]2[CH2:25][CH2:24][CH2:23][N:22]([CH3:26])[CH2:21]2)=[O:18])=[CH:5][CH:4]=1. The yield is 0.360. (2) The reactants are [NH2:1][C:2]1[CH:3]=[N:4][CH:5]=[N:6][CH:7]=1.C[Si]([N-][Si](C)(C)C)(C)C.[Na+].Cl[C:19]1[N:24]=[C:23]([N:25]2[CH2:30][CH2:29][O:28][CH2:27][CH2:26]2)[N:22]=[C:21]([N:31]2[C:35]3[CH:36]=[CH:37][CH:38]=[CH:39][C:34]=3[N:33]=[C:32]2[CH:40]([F:42])[F:41])[N:20]=1. The catalyst is C1COCC1.C(O)(=O)C.O. The product is [F:42][CH:40]([F:41])[C:32]1[N:31]([C:21]2[N:22]=[C:23]([N:25]3[CH2:26][CH2:27][O:28][CH2:29][CH2:30]3)[N:24]=[C:19]([NH:1][C:2]3[CH:3]=[N:4][CH:5]=[N:6][CH:7]=3)[N:20]=2)[C:35]2[CH:36]=[CH:37][CH:38]=[CH:39][C:34]=2[N:33]=1. The yield is 0.470. (3) The product is [CH3:26][C:27]1[C:31]([C:2]2[CH:3]=[C:4]([C:23]([NH2:25])=[O:24])[C:5]3[NH:6][C:7]4[C:12]([C:13]=3[CH:14]=2)=[CH:11][C:10]([C:15]([N:17]2[CH2:18][CH2:19][O:20][CH2:21][CH2:22]2)=[O:16])=[CH:9][CH:8]=4)=[C:30]([CH3:41])[O:29][N:28]=1. The yield is 0.325. The reactants are Br[C:2]1[CH:3]=[C:4]([C:23]([NH2:25])=[O:24])[C:5]2[NH:6][C:7]3[C:12]([C:13]=2[CH:14]=1)=[CH:11][C:10]([C:15]([N:17]1[CH2:22][CH2:21][O:20][CH2:19][CH2:18]1)=[O:16])=[CH:9][CH:8]=3.[CH3:26][C:27]1[C:31](B2OC(C)(C)C(C)(C)O2)=[C:30]([CH3:41])[O:29][N:28]=1.O1CCCC1.[O-]P([O-])([O-])=O.[K+].[K+].[K+]. The catalyst is ClCCl. (4) The reactants are [Cl:1][C:2]1[CH:3]=[C:4]([NH:17][C:18]2[C:27]3[C:22](=[CH:23][CH:24]=[C:25]([C:28]4[O:29][C:30]([CH:33]=O)=[CH:31][CH:32]=4)[CH:26]=3)[N:21]=[CH:20][N:19]=2)[CH:5]=[CH:6][C:7]=1[O:8][CH2:9][C:10]1[CH:15]=[CH:14][CH:13]=[C:12]([F:16])[CH:11]=1.[F:35][C:36]1[CH:37]=[C:38]([CH2:43][CH2:44][NH2:45])[CH:39]=[C:40]([OH:42])[CH:41]=1.C(O[BH-](OC(=O)C)OC(=O)C)(=O)C.[Na+].C(=O)([O-])[O-].[Na+].[Na+]. The catalyst is O1CCCC1. The product is [Cl:1][C:2]1[CH:3]=[C:4]([NH:17][C:18]2[C:27]3[C:22](=[CH:23][CH:24]=[C:25]([C:28]4[O:29][C:30]([CH2:33][NH:45][CH2:44][CH2:43][C:38]5[CH:37]=[C:36]([F:35])[CH:41]=[C:40]([OH:42])[CH:39]=5)=[CH:31][CH:32]=4)[CH:26]=3)[N:21]=[CH:20][N:19]=2)[CH:5]=[CH:6][C:7]=1[O:8][CH2:9][C:10]1[CH:15]=[CH:14][CH:13]=[C:12]([F:16])[CH:11]=1. The yield is 0.571. (5) The product is [CH3:11][C:9]1[CH:10]=[C:2]([CH:26]=[O:27])[CH:3]=[C:4]2[C:8]=1[NH:7][N:6]=[CH:5]2. The yield is 0.650. The catalyst is CN(C)C=O.O1CCCC1. The reactants are Br[C:2]1[CH:3]=[C:4]2[C:8](=[C:9]([CH3:11])[CH:10]=1)[NH:7][N:6]=[CH:5]2.[H-].[Na+].C([Li])(CC)C.C1CCCCC1.Cl.[C:26](=O)(O)[O-:27].[Na+]. (6) The reactants are [CH3:1][C:2]1[C:11]2[C:6](=[CH:7][CH:8]=[CH:9][CH:10]=2)[C:5]([N+:12]([O-])=O)=[CH:4][C:3]=1N. The catalyst is C(O)C.[Ni]. The product is [CH3:1][C:2]1[C:11]2[C:6](=[CH:7][CH:8]=[CH:9][CH:10]=2)[C:5]([NH2:12])=[CH:4][CH:3]=1. The yield is 0.750.